From a dataset of Forward reaction prediction with 1.9M reactions from USPTO patents (1976-2016). Predict the product of the given reaction. (1) Given the reactants CO[C:3](=[O:12])[C:4]1[CH:9]=[C:8](Br)[C:7](Cl)=[N:6][CH:5]=1.[NH:13]1[CH2:17][CH2:16][CH2:15][CH2:14]1.[F:18][C:19]([F:30])([F:29])[C:20]1[CH:25]=[CH:24][C:23](B(O)O)=[CH:22][CH:21]=1.[NH2:31][C@@H:32]([CH2:37][OH:38])[CH2:33][CH:34]([CH3:36])[CH3:35], predict the reaction product. The product is: [OH:38][CH2:37][C@H:32]([NH:31][C:3](=[O:12])[C:4]1[CH:9]=[C:8]([C:23]2[CH:24]=[CH:25][C:20]([C:19]([F:30])([F:29])[F:18])=[CH:21][CH:22]=2)[C:7]([N:13]2[CH2:17][CH2:16][CH2:15][CH2:14]2)=[N:6][CH:5]=1)[CH2:33][CH:34]([CH3:36])[CH3:35]. (2) Given the reactants [NH2:1][CH2:2][CH2:3][N:4]1[C:12]2[CH2:11][C:10]([F:14])([F:13])[CH2:9][CH2:8][C:7]=2[CH:6]=[C:5]1[C:15]([O:17]CC)=O.C(O)(=O)C, predict the reaction product. The product is: [F:13][C:10]1([F:14])[CH2:11][C:12]2[N:4]3[CH2:3][CH2:2][NH:1][C:15](=[O:17])[C:5]3=[CH:6][C:7]=2[CH2:8][CH2:9]1. (3) Given the reactants [C:1]([O:5][C:6](=[O:21])[N:7]([CH2:9][CH2:10][C@H:11]1[CH2:16][CH2:15][C@H:14]([CH2:17][CH2:18][CH2:19][OH:20])[CH2:13][CH2:12]1)[CH3:8])([CH3:4])([CH3:3])[CH3:2].[CH3:22][S:23](Cl)(=[O:25])=[O:24].C(N(CC)CC)C, predict the reaction product. The product is: [C:1]([O:5][C:6]([N:7]([CH3:8])[CH2:9][CH2:10][C@H:11]1[CH2:12][CH2:13][C@H:14]([CH2:17][CH2:18][CH2:19][O:20][S:23]([CH3:22])(=[O:25])=[O:24])[CH2:15][CH2:16]1)=[O:21])([CH3:3])([CH3:2])[CH3:4]. (4) Given the reactants [Cl:1][C:2]1[C:3]([O:12][C:13]2[CH:18]=[C:17]([O:19][CH2:20][CH2:21][N:22]3[CH2:27][CH2:26][O:25][CH2:24][CH2:23]3)[CH:16]=[CH:15][C:14]=2[CH2:28][CH2:29][C:30](OCC)=[O:31])=[N:4][CH:5]=[C:6]([C:8]([F:11])([F:10])[F:9])[CH:7]=1.[H-].C([Al+]CC(C)C)C(C)C.CO.O, predict the reaction product. The product is: [Cl:1][C:2]1[C:3]([O:12][C:13]2[CH:18]=[C:17]([O:19][CH2:20][CH2:21][N:22]3[CH2:27][CH2:26][O:25][CH2:24][CH2:23]3)[CH:16]=[CH:15][C:14]=2[CH2:28][CH2:29][CH2:30][OH:31])=[N:4][CH:5]=[C:6]([C:8]([F:11])([F:9])[F:10])[CH:7]=1. (5) Given the reactants C[O:2][C:3]1[CH:8]=[CH:7][C:6]([C:9]2[CH:14]=[CH:13][C:12]([CH2:15][CH2:16][C:17]([O:19][CH2:20][CH3:21])=[O:18])=[CH:11][CH:10]=2)=[CH:5][CH:4]=1, predict the reaction product. The product is: [OH:2][C:3]1[CH:4]=[CH:5][C:6]([C:9]2[CH:14]=[CH:13][C:12]([CH2:15][CH2:16][C:17]([O:19][CH2:20][CH3:21])=[O:18])=[CH:11][CH:10]=2)=[CH:7][CH:8]=1. (6) Given the reactants [CH3:1][O:2][C:3](=[O:25])[CH2:4][C:5]1[CH:6]=[C:7]([C:13]2[CH:18]=[CH:17][C:16]([C:19]([F:22])([F:21])[F:20])=[CH:15][C:14]=2[CH:23]=O)[C:8]([O:11][CH3:12])=[CH:9][CH:10]=1.[CH3:26][N:27]([CH3:31])[CH2:28][CH2:29][NH2:30], predict the reaction product. The product is: [CH3:1][O:2][C:3](=[O:25])[CH2:4][C:5]1[CH:6]=[C:7]([C:13]2[CH:18]=[CH:17][C:16]([C:19]([F:22])([F:20])[F:21])=[CH:15][C:14]=2[CH2:23][NH:30][CH2:29][CH2:28][N:27]([CH3:31])[CH3:26])[C:8]([O:11][CH3:12])=[CH:9][CH:10]=1. (7) Given the reactants [C:1]1([C:22]2[CH:27]=[CH:26][CH:25]=[CH:24][CH:23]=2)[CH:6]=[CH:5][C:4]([O:7][CH2:8][CH2:9][CH2:10][CH2:11][CH2:12][CH2:13][C:14](=[O:21])[C:15](OC)([O:17]C)[CH3:16])=[CH:3][CH:2]=1, predict the reaction product. The product is: [C:1]1([C:22]2[CH:23]=[CH:24][CH:25]=[CH:26][CH:27]=2)[CH:6]=[CH:5][C:4]([O:7][CH2:8][CH2:9][CH2:10][CH2:11][CH2:12][CH2:13][C:14](=[O:21])[C:15](=[O:17])[CH3:16])=[CH:3][CH:2]=1. (8) Given the reactants O.Cl.[CH3:3][O:4][C:5](=[O:15])[C@H:6]([CH2:8][C:9]1[CH:14]=[CH:13][CH:12]=[CH:11][CH:10]=1)[NH2:7].[C:16](=[O:19])([O-])[O-:17].[Na+].[Na+], predict the reaction product. The product is: [CH3:3][O:4][C:5](=[O:15])[C@H:6]([CH2:8][C:9]1[CH:14]=[CH:13][CH:12]=[CH:11][CH:10]=1)[NH:7][C:16]([O:17][C:9]([CH3:14])([CH3:10])[CH3:8])=[O:19]. (9) Given the reactants [OH:1][CH2:2][C:3]1[N:4]=[C:5]([C:8]2[N:12]=[C:11]([CH2:13][C:14]([CH3:17])([OH:16])[CH3:15])[O:10][N:9]=2)[S:6][CH:7]=1.Br[C:19]1[CH:24]=[CH:23][C:22]([S:25]([NH:28][C@@H:29]([CH2:34][CH3:35])[C:30]([F:33])([F:32])[F:31])(=[O:27])=[O:26])=[C:21]([F:36])[C:20]=1[CH:37]([F:39])[F:38].C([O-])([O-])=O.[K+].[K+].P(C1CCCCC1)(C1CCCCC1)C1CCCCC1.[H+].[B-](F)(F)(F)F.C(O)(C(C)(C)C)=O, predict the reaction product. The product is: [F:39][CH:37]([F:38])[C:20]1[C:21]([F:36])=[C:22]([S:25]([NH:28][C@@H:29]([CH2:34][CH3:35])[C:30]([F:33])([F:31])[F:32])(=[O:26])=[O:27])[CH:23]=[CH:24][C:19]=1[C:7]1[S:6][C:5]([C:8]2[N:12]=[C:11]([CH2:13][C:14]([OH:16])([CH3:17])[CH3:15])[O:10][N:9]=2)=[N:4][C:3]=1[CH2:2][OH:1]. (10) Given the reactants [O:1]1[C:5]2[CH:6]=[CH:7][C:8]([C:10]3[CH:15]=[CH:14][C:13]([N:16]4[C:20](=[O:21])[NH:19][N:18]=[C:17]4[CH2:22][C@@H:23]4[CH2:27][CH2:26][N:25](C(OC(C)(C)C)=O)[CH2:24]4)=[CH:12][CH:11]=3)=[CH:9][C:4]=2[CH:3]=[CH:2]1.O1CCOCC1.[ClH:41], predict the reaction product. The product is: [ClH:41].[O:1]1[C:5]2[CH:6]=[CH:7][C:8]([C:10]3[CH:15]=[CH:14][C:13]([N:16]4[C:17]([CH2:22][C@@H:23]5[CH2:27][CH2:26][NH:25][CH2:24]5)=[N:18][NH:19][C:20]4=[O:21])=[CH:12][CH:11]=3)=[CH:9][C:4]=2[CH:3]=[CH:2]1.